From a dataset of Full USPTO retrosynthesis dataset with 1.9M reactions from patents (1976-2016). Predict the reactants needed to synthesize the given product. (1) Given the product [CH3:1][C:2]1[C:6]([C:7]2[CH:12]=[C:11]([N:13]3[CH2:14][CH2:15][O:16][CH2:17][CH2:18]3)[N:10]=[C:9]([NH:19][C:20]3[CH:25]=[CH:24][C:23]([C:26]4([CH2:30][OH:31])[CH2:29][CH2:28][CH2:27]4)=[CH:22][CH:21]=3)[N:8]=2)=[C:5]([CH3:33])[O:4][N:3]=1, predict the reactants needed to synthesize it. The reactants are: [CH3:1][C:2]1[C:6]([C:7]2[CH:12]=[C:11]([N:13]3[CH2:18][CH2:17][O:16][CH2:15][CH2:14]3)[N:10]=[C:9]([NH:19][C:20]3[CH:25]=[CH:24][C:23]([C:26]4([C:30](O)=[O:31])[CH2:29][CH2:28][CH2:27]4)=[CH:22][CH:21]=3)[N:8]=2)=[C:5]([CH3:33])[O:4][N:3]=1.[BH4-].[Li+].CO. (2) Given the product [C:24]1([C:33]2[CH:34]=[CH:35][CH:36]=[CH:37][CH:38]=2)[CH:29]=[CH:28][C:27]([C:2]2[CH:3]=[N:4][N:5]3[C:10]([C:11]4[CH:12]=[C:13]([NH:17][C:18](=[O:23])[CH2:19][CH:20]([CH3:22])[CH3:21])[CH:14]=[CH:15][CH:16]=4)=[CH:9][CH:8]=[N:7][C:6]=23)=[CH:26][CH:25]=1, predict the reactants needed to synthesize it. The reactants are: Br[C:2]1[CH:3]=[N:4][N:5]2[C:10]([C:11]3[CH:12]=[C:13]([NH:17][C:18](=[O:23])[CH2:19][CH:20]([CH3:22])[CH3:21])[CH:14]=[CH:15][CH:16]=3)=[CH:9][CH:8]=[N:7][C:6]=12.[C:24]1([C:33]2[CH:38]=[CH:37][CH:36]=[CH:35][CH:34]=2)[CH:29]=[CH:28][C:27](B(O)O)=[CH:26][CH:25]=1.